Dataset: Full USPTO retrosynthesis dataset with 1.9M reactions from patents (1976-2016). Task: Predict the reactants needed to synthesize the given product. Given the product [CH3:10][S:11]([O:9][CH2:8][C:5]1[CH:6]=[N:7][C:2]([Br:1])=[CH:3][CH:4]=1)(=[O:13])=[O:12], predict the reactants needed to synthesize it. The reactants are: [Br:1][C:2]1[N:7]=[CH:6][C:5]([CH2:8][OH:9])=[CH:4][CH:3]=1.[CH3:10][S:11](Cl)(=[O:13])=[O:12].